This data is from Forward reaction prediction with 1.9M reactions from USPTO patents (1976-2016). The task is: Predict the product of the given reaction. (1) Given the reactants [NH2:1][C:2]1[C:3](Br)=[C:4]2[C:9](=[CH:10][CH:11]=1)[CH:8]=[C:7]([NH:12][C:13](=[O:19])[O:14][C:15]([CH3:18])([CH3:17])[CH3:16])[CH:6]=[CH:5]2.[C:21]1(Cl)[C:25](Cl)=[S+:24]S[N:22]=1.[Cl-], predict the reaction product. The product is: [C:21]([C:25]1[S:24][C:3]2[C:4]3[C:9](=[CH:8][C:7]([NH:12][C:13](=[O:19])[O:14][C:15]([CH3:18])([CH3:17])[CH3:16])=[CH:6][CH:5]=3)[CH:10]=[CH:11][C:2]=2[N:1]=1)#[N:22]. (2) Given the reactants Br[C:2]1[N:7]=[CH:6][C:5]([OH:8])=[CH:4][CH:3]=1.[F:9][C:10]1[CH:15]=[CH:14][C:13]([OH:16])=[CH:12][CH:11]=1.C(=O)([O-])[O-].[Cs+].[Cs+].O, predict the reaction product. The product is: [F:9][C:10]1[CH:15]=[CH:14][C:13]([O:16][C:2]2[N:7]=[CH:6][C:5]([OH:8])=[CH:4][CH:3]=2)=[CH:12][CH:11]=1.